The task is: Regression/Classification. Given a drug SMILES string, predict its toxicity properties. Task type varies by dataset: regression for continuous values (e.g., LD50, hERG inhibition percentage) or binary classification for toxic/non-toxic outcomes (e.g., AMES mutagenicity, cardiotoxicity, hepatotoxicity). Dataset: herg_karim.. This data is from hERG potassium channel inhibition data for cardiac toxicity prediction from Karim et al.. (1) The compound is CC(=O)NCCc1ccccc1-c1ccc([C@H]2CNCC[C@@H]2c2ccn(C)c(=O)c2)c(Cl)c1. The result is 1 (blocker). (2) The molecule is Clc1cccc(-c2ncccc2CC(c2cccnc2)c2cccnc2)c1. The result is 0 (non-blocker).